This data is from Full USPTO retrosynthesis dataset with 1.9M reactions from patents (1976-2016). The task is: Predict the reactants needed to synthesize the given product. (1) Given the product [C:36]([C:2]1[CH:3]=[CH:4][C:5]2[O:9][C:8]([CH2:10][CH:11]3[CH2:16][CH2:15][CH2:14][CH2:13][N:12]3[C:17]([C:19]3[N:20]=[C:21]([CH3:31])[S:22][C:23]=3[C:24]3[CH:29]=[CH:28][C:27]([F:30])=[CH:26][CH:25]=3)=[O:18])=[CH:7][C:6]=2[CH:32]=1)#[N:46], predict the reactants needed to synthesize it. The reactants are: Br[C:2]1[CH:3]=[CH:4][C:5]2[O:9][C:8]([CH2:10][CH:11]3[CH2:16][CH2:15][CH2:14][CH2:13][N:12]3[C:17]([C:19]3[N:20]=[C:21]([CH3:31])[S:22][C:23]=3[C:24]3[CH:29]=[CH:28][C:27]([F:30])=[CH:26][CH:25]=3)=[O:18])=[CH:7][C:6]=2[CH:32]=1.CC1C(S([O-])(=O)=O)=CC(OC)=[C:36]([N:46]=NC2C(O)=CC=C3C=2C=CC(S([O-])(=O)=O)=C3)C=1.[Na+].[Na+].[Cu]C#N. (2) Given the product [CH2:13]([C:21]1[CH:20]=[CH:22][CH:8]=[C:7]([N:3]2[CH2:2][CH2:1][CH2:34][CH2:6][CH2:4]2)[C:9]=1[C:23]#[N:24])[CH3:14], predict the reactants needed to synthesize it. The reactants are: [CH3:1][CH2:2][N:3]([CH:7]([CH3:9])[CH3:8])[CH:4]([CH3:6])C.[Li]CC[CH2:13][CH3:14].[Li+].CC([N-][CH:20]([CH3:22])[CH3:21])C.[CH3:23][N:24](P(N(C)C)(N(C)C)=O)C.[CH3:34]I.